This data is from Full USPTO retrosynthesis dataset with 1.9M reactions from patents (1976-2016). The task is: Predict the reactants needed to synthesize the given product. Given the product [F:13][C:14]1[CH:15]=[C:16]([C:2]2[CH:3]=[C:4]([CH3:12])[C:5]([CH3:11])=[C:6]([CH:10]=2)[C:7]([OH:9])=[O:8])[CH:17]=[C:18]([F:20])[CH:19]=1, predict the reactants needed to synthesize it. The reactants are: Br[C:2]1[CH:3]=[C:4]([CH3:12])[C:5]([CH3:11])=[C:6]([CH:10]=1)[C:7]([OH:9])=[O:8].[F:13][C:14]1[CH:15]=[C:16](B(O)O)[CH:17]=[C:18]([F:20])[CH:19]=1.C([O-])([O-])=O.[Na+].[Na+].Cl.